From a dataset of Forward reaction prediction with 1.9M reactions from USPTO patents (1976-2016). Predict the product of the given reaction. Given the reactants [C:1]1(=O)[CH2:8][CH2:7][CH2:6][CH2:5][CH2:4][CH2:3][CH2:2]1.N[N:11]1[C:19]2[C:14](=[CH:15][CH:16]=[CH:17][CH:18]=2)[CH2:13][CH2:12]1.S(=O)(=O)(O)O, predict the reaction product. The product is: [CH:17]1[CH:16]=[CH:15][C:14]2[CH2:13][CH2:12][N:11]3[C:19]=2[C:18]=1[C:1]1[CH2:8][CH2:7][CH2:6][CH2:5][CH2:4][CH2:3][C:2]=13.